This data is from Forward reaction prediction with 1.9M reactions from USPTO patents (1976-2016). The task is: Predict the product of the given reaction. (1) The product is: [F:1][C:2]1[CH:3]=[CH:4][C:5]([C:8]2[C:13]3[CH2:14][N:15]([C:41]([C:40]4[CH:39]=[C:38]([CH:46]=[CH:45][CH:44]=4)[CH2:37][NH:36][C:34](=[O:35])[O:33][C:29]([CH3:31])([CH3:32])[CH3:30])=[O:42])[CH2:16][CH2:17][O:18][C:12]=3[N:11]=[CH:10][CH:9]=2)=[CH:6][CH:7]=1. Given the reactants [F:1][C:2]1[CH:7]=[CH:6][C:5]([C:8]2[C:13]3[CH2:14][NH:15][CH2:16][CH2:17][O:18][C:12]=3[N:11]=[CH:10][CH:9]=2)=[CH:4][CH:3]=1.ON1C2C=CC=CC=2N=N1.[C:29]([O:33][C:34]([NH:36][CH2:37][C:38]1[CH:39]=[C:40]([CH:44]=[CH:45][CH:46]=1)[C:41](O)=[O:42])=[O:35])([CH3:32])([CH3:31])[CH3:30].Cl.C(N=C=NCCCN(C)C)C, predict the reaction product. (2) Given the reactants [Cl:1][C:2]1[CH:7]=[CH:6][C:5]([S:8]([CH2:11][C:12]#[N:13])(=[O:10])=[O:9])=[CH:4][CH:3]=1.[C:14](=O)([O-])[O-].[K+].[K+].[CH3:20][O:21][C:22]1[CH:23]=[C:24]([N:30]=[C:31]=[S:32])[CH:25]=[C:26]([O:28][CH3:29])[CH:27]=1.CI, predict the reaction product. The product is: [Cl:1][C:2]1[CH:3]=[CH:4][C:5]([S:8]([C:11](=[C:31]([NH:30][C:24]2[CH:25]=[C:26]([O:28][CH3:29])[CH:27]=[C:22]([O:21][CH3:20])[CH:23]=2)[S:32][CH3:14])[C:12]#[N:13])(=[O:9])=[O:10])=[CH:6][CH:7]=1. (3) Given the reactants [N+:1]([C:4]1[CH:9]=[CH:8][CH:7]=[CH:6][C:5]=1[CH2:10][CH:11]=O)([O-:3])=[O:2].[O:13]([C:15]([CH:17]=P(C1C=CC=CC=1)(C1C=CC=CC=1)C1C=CC=CC=1)=[O:16])[CH3:14], predict the reaction product. The product is: [N+:1]([C:4]1[CH:9]=[CH:8][CH:7]=[CH:6][C:5]=1/[CH:10]=[CH:11]/[CH2:17][C:15]([O:13][CH3:14])=[O:16])([O-:3])=[O:2].[N+:1]([C:4]1[CH:9]=[CH:8][CH:7]=[CH:6][C:5]=1[CH2:10]/[CH:11]=[CH:17]/[C:15]([O:13][CH3:14])=[O:16])([O-:3])=[O:2]. (4) Given the reactants C(OC([N:8]1[CH2:11][CH:10]([CH2:12][O:13][C:14]2[CH:19]=[CH:18][CH:17]=[CH:16][C:15]=2[C:20]([N:22]2[CH2:36][C:25]3=[C:26]4[N:31]([N:32]=[C:24]3[CH2:23]2)[C:30]([CH3:33])=[C:29]([Cl:34])[C:28]([CH3:35])=[N:27]4)=[O:21])[CH2:9]1)=O)(C)(C)C, predict the reaction product. The product is: [ClH:34].[NH:8]1[CH2:9][CH:10]([CH2:12][O:13][C:14]2[CH:19]=[CH:18][CH:17]=[CH:16][C:15]=2[C:20]([N:22]2[CH2:36][C:25]3=[C:26]4[N:31]([N:32]=[C:24]3[CH2:23]2)[C:30]([CH3:33])=[C:29]([Cl:34])[C:28]([CH3:35])=[N:27]4)=[O:21])[CH2:11]1. (5) Given the reactants [CH2:1]([O:3][C:4]([C:6]1[C:10]([CH3:11])=[C:9](I)[N:8]([CH3:13])[C:7]=1[CH3:14])=[O:5])[CH3:2].[CH3:15][O:16][C:17]1[C:22]([N+:23]([O-:25])=[O:24])=[CH:21][CH:20]=[CH:19][C:18]=1B1OC(C)(C)C(C)(C)O1.C(=O)([O-])[O-].[Na+].[Na+].O, predict the reaction product. The product is: [CH2:1]([O:3][C:4]([C:6]1[C:10]([CH3:11])=[C:9]([C:18]2[CH:19]=[CH:20][CH:21]=[C:22]([N+:23]([O-:25])=[O:24])[C:17]=2[O:16][CH3:15])[N:8]([CH3:13])[C:7]=1[CH3:14])=[O:5])[CH3:2]. (6) Given the reactants ClC1C(C(=O)N(CCCC)CCCC)=NN(C2C=CC(C(NS(C3C=C4C(C=CC(C(O)=O)=C4)=CC=3)(=O)=O)=O)=CC=2C(N2CCC3C(=CC=CC=3)C2)=O)C=1C.[Cl:56][C:57]1[C:58]([C:109](=[O:119])[N:110]([CH2:115][CH2:116][CH2:117][CH3:118])[CH2:111][CH2:112][CH2:113][CH3:114])=[N:59][N:60]([C:63]2[CH:96]=[CH:95][C:66]([C:67]([NH:69][S:70]([C:73]3[CH:82]=[C:81]4[C:76]([CH:77]=[CH:78][CH:79]=[C:80]4[O:83][CH2:84][C:85]4[CH:94]=[CH:93][C:88]([C:89]([O:91]C)=[O:90])=[CH:87][CH:86]=4)=[CH:75][CH:74]=3)(=[O:72])=[O:71])=[O:68])=[CH:65][C:64]=2[C:97]([N:99]2[CH2:108][CH2:107][C:106]3[C:101](=[CH:102][CH:103]=[CH:104][CH:105]=3)[CH2:100]2)=[O:98])[C:61]=1[CH3:62], predict the reaction product. The product is: [Cl:56][C:57]1[C:58]([C:109](=[O:119])[N:110]([CH2:115][CH2:116][CH2:117][CH3:118])[CH2:111][CH2:112][CH2:113][CH3:114])=[N:59][N:60]([C:63]2[CH:96]=[CH:95][C:66]([C:67]([NH:69][S:70]([C:73]3[CH:82]=[C:81]4[C:76]([CH:77]=[CH:78][CH:79]=[C:80]4[O:83][CH2:84][C:85]4[CH:86]=[CH:87][C:88]([C:89]([OH:91])=[O:90])=[CH:93][CH:94]=4)=[CH:75][CH:74]=3)(=[O:71])=[O:72])=[O:68])=[CH:65][C:64]=2[C:97]([N:99]2[CH2:108][CH2:107][C:106]3[C:101](=[CH:102][CH:103]=[CH:104][CH:105]=3)[CH2:100]2)=[O:98])[C:61]=1[CH3:62]. (7) The product is: [Br:1][C:2]1[CH:3]=[CH:4][C:5]([O:10][C:11]2[CH:16]=[C:15]([CH3:17])[CH:14]=[CH:13][C:12]=2[CH3:18])=[C:6]([CH:7]=[N:40][C:38]([O:47][Si:20]([CH3:22])([CH3:21])[CH3:19])=[CH2:39])[CH:9]=1. Given the reactants [Br:1][C:2]1[CH:3]=[CH:4][C:5]([O:10][C:11]2[CH:16]=[C:15]([CH3:17])[CH:14]=[CH:13][C:12]=2[CH3:18])=[C:6]([CH:9]=1)[CH:7]=O.[CH3:19][Si:20](N[Si:20]([CH3:22])([CH3:21])[CH3:19])([CH3:22])[CH3:21].C([Li])CCC.C[Si](Cl)(C)C.[CH2:38]([N:40](CC)CC)[CH3:39].C(Cl)(=[O:47])C, predict the reaction product.